This data is from Reaction yield outcomes from USPTO patents with 853,638 reactions. The task is: Predict the reaction yield, written as a fraction of the theoretical maximum amount of product (1.0 means a 100% yield; for example, 0.34 means a 34% yield). (1) The reactants are [C:1]([O:5][C:6]([NH:8][C@H:9]([CH2:29][C:30]1[CH:35]=[C:34]([F:36])[C:33]([F:37])=[CH:32][C:31]=1[F:38])[CH2:10][C:11]([N:13]1[CH2:18][CH2:17][N:16]2[C:19]([C:25]([F:28])([F:27])[F:26])=[N:20][C:21]([C:22](O)=[O:23])=[C:15]2[CH2:14]1)=[O:12])=[O:7])([CH3:4])([CH3:3])[CH3:2].[S:39]1[CH2:43][CH2:42][NH:41][CH2:40]1.C(N(CC)CC)C.O=C1N(P(Cl)(N2CCOC2=O)=O)CCO1. The catalyst is ClCCl. The product is [C:1]([O:5][C:6](=[O:7])[NH:8][C@H:9]([CH2:29][C:30]1[CH:35]=[C:34]([F:36])[C:33]([F:37])=[CH:32][C:31]=1[F:38])[CH2:10][C:11](=[O:12])[N:13]1[CH2:18][CH2:17][N:16]2[C:19]([C:25]([F:27])([F:28])[F:26])=[N:20][C:21]([C:22]([N:41]3[CH2:42][CH2:43][S:39][CH2:40]3)=[O:23])=[C:15]2[CH2:14]1)([CH3:4])([CH3:3])[CH3:2]. The yield is 0.890. (2) The reactants are [Br:1][C:2]1[CH:3]=[C:4]2[C:8](=[CH:9][C:10]=1[S:11]([N:14]1[CH2:18][CH2:17][CH2:16][CH2:15]1)(=[O:13])=[O:12])[N:7](C(=O)C)[CH2:6][CH2:5]2.Cl.C(=O)([O-])O.[Na+]. The catalyst is O1CCOCC1. The product is [Br:1][C:2]1[CH:3]=[C:4]2[C:8](=[CH:9][C:10]=1[S:11]([N:14]1[CH2:18][CH2:17][CH2:16][CH2:15]1)(=[O:12])=[O:13])[NH:7][CH2:6][CH2:5]2. The yield is 0.720. (3) The reactants are [CH3:1][Si:2]([C:5]#[CH:6])([CH3:4])[CH3:3].[Li]CCCC.[C:12]([SiH2:16][O:17][C:18]([CH3:27])([CH3:26])[CH:19]1[CH2:24][C:23](=[O:25])[CH2:22][CH2:21][O:20]1)([CH3:15])([CH3:14])[CH3:13]. The catalyst is C1COCC1. The product is [C:12]([SiH2:16][O:17][C:18]([CH3:27])([CH3:26])[CH:19]1[CH2:24][C:23]([C:6]#[C:5][Si:2]([CH3:4])([CH3:3])[CH3:1])([OH:25])[CH2:22][CH2:21][O:20]1)([CH3:15])([CH3:13])[CH3:14]. The yield is 0.840. (4) The reactants are [Cl:1][C:2]1[CH:3]=[C:4]2[C:8](=[CH:9][CH:10]=1)[N:7]([C:11]1[N:15]([CH3:16])[N:14]=[C:13]([CH3:17])[C:12]=1[CH2:18][CH2:19][N:20]1[CH2:25][CH2:24][N:23](C(OC(C)(C)C)=O)[CH2:22][C:21]1=[O:33])[CH:6]=[CH:5]2.C(OCC)(=O)C.Cl. The catalyst is C(OCC)(=O)C. The product is [ClH:1].[Cl:1][C:2]1[CH:3]=[C:4]2[C:8](=[CH:9][CH:10]=1)[N:7]([C:11]1[N:15]([CH3:16])[N:14]=[C:13]([CH3:17])[C:12]=1[CH2:18][CH2:19][N:20]1[CH2:25][CH2:24][NH:23][CH2:22][C:21]1=[O:33])[CH:6]=[CH:5]2. The yield is 0.680. (5) The reactants are [N:1]1[CH:6]=[CH:5][CH:4]=[C:3]([C@@H:7]2[CH2:9][O:8]2)[CH:2]=1.[NH2:10][C@H:11]([CH3:31])[CH2:12][C:13]1[C:21]2[C:16](=[C:17]([O:22][CH2:23][C:24]([N:26]([CH2:29][CH3:30])[CH2:27][CH3:28])=[O:25])[CH:18]=[CH:19][CH:20]=2)[NH:15][CH:14]=1. The catalyst is O.C(O)C. The product is [CH2:29]([N:26]([CH2:27][CH3:28])[C:24](=[O:25])[CH2:23][O:22][C:17]1[CH:18]=[CH:19][CH:20]=[C:21]2[C:16]=1[NH:15][CH:14]=[C:13]2[CH2:12][C@H:11]([NH:10][CH2:9][C@H:7]([OH:8])[C:3]1[CH:2]=[N:1][CH:6]=[CH:5][CH:4]=1)[CH3:31])[CH3:30]. The yield is 0.210. (6) The reactants are [NH2:1][C:2]1[CH:7]=[C:6]([C:8]([F:11])([F:10])[F:9])[CH:5]=[CH:4][N:3]=1.[Br:12]N1C(=O)CCC1=O.C(Cl)Cl.[OH-].[Na+]. The catalyst is C(Cl)(Cl)Cl. The product is [Br:12][C:5]1[C:6]([C:8]([F:9])([F:11])[F:10])=[CH:7][C:2]([NH2:1])=[N:3][CH:4]=1. The yield is 0.800. (7) The reactants are [Li]CCCC.[C:6]([Si:8]([CH3:11])([CH3:10])[CH3:9])#[CH:7].[CH2:12]([Sn:16](Cl)([CH2:21][CH2:22][CH2:23][CH3:24])[CH2:17][CH2:18][CH2:19][CH3:20])[CH2:13][CH2:14][CH3:15]. The catalyst is C1COCC1. The product is [CH3:9][Si:8]([CH3:11])([CH3:10])[C:6]#[C:7][Sn:16]([CH2:17][CH2:18][CH2:19][CH3:20])([CH2:21][CH2:22][CH2:23][CH3:24])[CH2:12][CH2:13][CH2:14][CH3:15]. The yield is 0.950. (8) The yield is 0.910. The reactants are [S:1]1[CH:5]=[CH:4][CH:3]=[C:2]1[CH2:6][CH2:7][NH2:8].[CH2:9]=O. The product is [CH2:9]=[N:8][CH2:7][CH2:6][C:2]1[S:1][CH:5]=[CH:4][CH:3]=1. The catalyst is C(OCC)(=O)C.